This data is from CYP2C9 inhibition data for predicting drug metabolism from PubChem BioAssay. The task is: Regression/Classification. Given a drug SMILES string, predict its absorption, distribution, metabolism, or excretion properties. Task type varies by dataset: regression for continuous measurements (e.g., permeability, clearance, half-life) or binary classification for categorical outcomes (e.g., BBB penetration, CYP inhibition). Dataset: cyp2c9_veith. (1) The compound is N#Cc1ccc(CN2CCCC3(CCN(C(=O)c4cnccn4)CC3)C2)cc1. The result is 0 (non-inhibitor). (2) The compound is CC(C)c1cccc2c([Si](C)(C)C)c3c(nc12)-c1cccc(=O)n1C3. The result is 1 (inhibitor). (3) The drug is CC(C)NC(=O)N1CCC2(CC1)CCN(C(=O)Oc1ccccc1)CC2. The result is 0 (non-inhibitor).